Predict the reaction yield, written as a fraction of the theoretical maximum amount of product (1.0 means a 100% yield; for example, 0.34 means a 34% yield). From a dataset of Reaction yield outcomes from USPTO patents with 853,638 reactions. The reactants are Br[C:2]1[CH:3]=[C:4]([NH:10][C:11]2[CH:23]=[C:14]3[CH2:15][N:16]([CH2:19][CH2:20][O:21][CH3:22])[CH2:17][CH2:18][N:13]3[N:12]=2)[C:5](=[O:9])[N:6]([CH3:8])[CH:7]=1.[B:24]1([B:24]2[O:28][C:27]([CH3:30])([CH3:29])[C:26]([CH3:32])([CH3:31])[O:25]2)[O:28][C:27]([CH3:30])([CH3:29])[C:26]([CH3:32])([CH3:31])[O:25]1.CC(C1C=C(C(C)C)C(C2C=CC=CC=2P(C2CCCCC2)C2CCCCC2)=C(C(C)C)C=1)C.C([O-])(=O)C.[K+]. The catalyst is C1C=CC(/C=C/C(/C=C/C2C=CC=CC=2)=O)=CC=1.C1C=CC(/C=C/C(/C=C/C2C=CC=CC=2)=O)=CC=1.C1C=CC(/C=C/C(/C=C/C2C=CC=CC=2)=O)=CC=1.[Pd].[Pd].O1CCOCC1. The product is [CH3:22][O:21][CH2:20][CH2:19][N:16]1[CH2:17][CH2:18][N:13]2[N:12]=[C:11]([NH:10][C:4]3[C:5](=[O:9])[N:6]([CH3:8])[CH:7]=[C:2]([B:24]4[O:28][C:27]([CH3:30])([CH3:29])[C:26]([CH3:32])([CH3:31])[O:25]4)[CH:3]=3)[CH:23]=[C:14]2[CH2:15]1. The yield is 0.800.